From a dataset of Full USPTO retrosynthesis dataset with 1.9M reactions from patents (1976-2016). Predict the reactants needed to synthesize the given product. (1) Given the product [CH3:24][O:23][C:21](=[O:22])[NH:13][CH2:12][CH2:11][CH:10]([C:5]1[CH:6]=[CH:7][CH:8]=[C:9]2[C:4]=1[CH:3]=[CH:2][NH:1]2)[C:14]1[CH:15]=[CH:16][CH:17]=[CH:18][CH:19]=1, predict the reactants needed to synthesize it. The reactants are: [NH:1]1[C:9]2[C:4](=[C:5]([CH:10]([C:14]3[CH:19]=[CH:18][CH:17]=[CH:16][CH:15]=3)[CH2:11][CH2:12][NH2:13])[CH:6]=[CH:7][CH:8]=2)[CH:3]=[CH:2]1.Cl[C:21]([O:23][CH3:24])=[O:22]. (2) Given the product [CH3:11][C@H:10]1[N:12]2[C:20]3[CH:19]=[C:18]([C:21]([O:23][CH2:24][CH3:25])=[O:22])[CH:17]=[CH:16][C:15]=3[CH:14]=[C:13]2[C:6](=[O:5])[NH:8][CH2:9]1, predict the reactants needed to synthesize it. The reactants are: C([O:5][C:6]([NH:8][CH2:9][C@H:10]([N:12]1[C:20]2[C:15](=[CH:16][CH:17]=[C:18]([C:21]([O:23][CH2:24][CH3:25])=[O:22])[CH:19]=2)[CH:14]=[C:13]1C(OCC)=O)[CH3:11])=O)(C)(C)C.C(O)(C(F)(F)F)=O.C([O-])([O-])=O.[K+].[K+].